Dataset: Full USPTO retrosynthesis dataset with 1.9M reactions from patents (1976-2016). Task: Predict the reactants needed to synthesize the given product. (1) Given the product [C:1]([C:3]1[CH:4]=[C:5]([C:23]2[N:38]=[CH:37][CH:36]=[CH:35][C:24]=2[C:25]([OH:27])=[O:26])[CH:6]=[CH:7][C:8]=1[O:9][CH2:10][CH2:11][C:12]1[CH:13]=[CH:14][C:15]([O:18][S:19]([CH3:22])(=[O:21])=[O:20])=[CH:16][CH:17]=1)#[N:2], predict the reactants needed to synthesize it. The reactants are: [C:1]([C:3]1[CH:4]=[C:5]([C:23]2[N:38]=[CH:37][CH:36]=[CH:35][C:24]=2[C:25]([O:27]CC2C=CC=CC=2)=[O:26])[CH:6]=[CH:7][C:8]=1[O:9][CH2:10][CH2:11][C:12]1[CH:17]=[CH:16][C:15]([O:18][S:19]([CH3:22])(=[O:21])=[O:20])=[CH:14][CH:13]=1)#[N:2].[H][H]. (2) Given the product [Cl:1][C:2]1[N:7]=[C:6]2[N:8]([CH3:11])[CH:9]=[N:10][C:5]2=[CH:4][CH:3]=1, predict the reactants needed to synthesize it. The reactants are: [Cl:1][C:2]1[N:7]=[C:6]([NH:8][CH3:9])[C:5]([NH2:10])=[CH:4][CH:3]=1.[CH3:11]C1C=CC(S(O)(=O)=O)=CC=1.CC(=O)OCC. (3) Given the product [NH2:1][C:2]1[N:7]=[CH:6][N:5]=[C:4]2[N:8]([CH:22]([C:24]3[O:25][C:26]4[C:31]([C:32](=[O:41])[C:33]=3[C:34]3[CH:39]=[CH:38][CH:37]=[C:36]([F:40])[CH:35]=3)=[C:30]([N:43]3[CH2:48][CH2:47][O:46][CH2:45][CH2:44]3)[CH:29]=[CH:28][CH:27]=4)[CH3:23])[N:9]=[C:10]([C:11]3[CH:16]=[CH:15][C:14]([O:17][CH:18]([CH3:20])[CH3:19])=[C:13]([F:21])[CH:12]=3)[C:3]=12, predict the reactants needed to synthesize it. The reactants are: [NH2:1][C:2]1[N:7]=[CH:6][N:5]=[C:4]2[N:8]([CH:22]([C:24]3[O:25][C:26]4[C:31]([C:32](=[O:41])[C:33]=3[C:34]3[CH:39]=[CH:38][CH:37]=[C:36]([F:40])[CH:35]=3)=[C:30](F)[CH:29]=[CH:28][CH:27]=4)[CH3:23])[N:9]=[C:10]([C:11]3[CH:16]=[CH:15][C:14]([O:17][CH:18]([CH3:20])[CH3:19])=[C:13]([F:21])[CH:12]=3)[C:3]=12.[NH:43]1[CH2:48][CH2:47][O:46][CH2:45][CH2:44]1. (4) Given the product [CH3:23][C:22]1[CH:21]=[CH:20][CH:19]=[C:18]([CH3:24])[C:17]=1[N:16]1[C:32]([CH:33]([CH3:35])[CH3:34])=[N:37][N:38]=[C:15]1[C:25]1[CH:26]=[CH:27][C:28]([F:31])=[CH:29][CH:30]=1, predict the reactants needed to synthesize it. The reactants are: C(OCC)(=O)C(C)C.O.NN.C(S[C:15]([C:25]1[CH:30]=[CH:29][C:28]([F:31])=[CH:27][CH:26]=1)=[N:16][C:17]1[C:22]([CH3:23])=[CH:21][CH:20]=[CH:19][C:18]=1[CH3:24])C.[C:32]([NH:37][NH2:38])(=O)[CH:33]([CH3:35])[CH3:34]. (5) Given the product [CH:1]([N:14]1[CH2:15][CH:16]([C:18]([O:20][CH3:21])=[O:19])[CH2:17]1)([C:8]1[CH:13]=[CH:12][CH:11]=[CH:10][CH:9]=1)[C:2]1[CH:3]=[CH:4][CH:5]=[CH:6][CH:7]=1, predict the reactants needed to synthesize it. The reactants are: [CH:1]([N:14]1[CH2:17][CH:16]([C:18]([OH:20])=[O:19])[CH2:15]1)([C:8]1[CH:13]=[CH:12][CH:11]=[CH:10][CH:9]=1)[C:2]1[CH:7]=[CH:6][CH:5]=[CH:4][CH:3]=1.[C:21](=O)([O-])[O-].[K+].[K+].IC. (6) Given the product [CH:18]([N:19]1[CH2:13][CH2:14][CH2:4][CH2:5][CH2:6][C:7]1=[O:8])=[CH2:17], predict the reactants needed to synthesize it. The reactants are: [CH2:7]([O:8][CH2:4][CH2:5][CH2:6][CH2:7][O:8][CH2:4][CH3:5])[CH3:6].C#C.[C:13]1(=O)[NH:19][CH2:18][CH2:17]CC[CH2:14]1. (7) Given the product [CH2:2]([N:6]1[CH:10]=[C:9]([C:11]([CH3:14])([CH3:13])[CH3:12])[S:8]/[C:7]/1=[N:15]\[C:27](=[N:26][C:16]1[C:25]2[C:20](=[CH:21][CH:22]=[CH:23][CH:24]=2)[CH:19]=[CH:18][CH:17]=1)[CH2:28][CH3:29])[CH2:3][CH2:4][CH3:5], predict the reactants needed to synthesize it. The reactants are: I.[CH2:2]([N:6]1[CH:10]=[C:9]([C:11]([CH3:14])([CH3:13])[CH3:12])[S:8][C:7]1=[NH:15])[CH2:3][CH2:4][CH3:5].[C:16]1([N:26]=[C:27](OCC)[CH2:28][CH3:29])[C:25]2[C:20](=[CH:21][CH:22]=[CH:23][CH:24]=2)[CH:19]=[CH:18][CH:17]=1. (8) Given the product [CH3:17][S:18]([C:21]1[CH:26]=[CH:25][C:24]([O:27][CH2:28][C:29]2[N:3]=[N:2][N:1]([CH:4]3[CH2:9][CH2:8][CH:7]([O:10][C:11]4[N:12]=[CH:13][CH:14]=[CH:15][N:16]=4)[CH2:6][CH2:5]3)[CH:30]=2)=[CH:23][CH:22]=1)(=[O:19])=[O:20], predict the reactants needed to synthesize it. The reactants are: [N:1]([CH:4]1[CH2:9][CH2:8][CH:7]([O:10][C:11]2[N:16]=[CH:15][CH:14]=[CH:13][N:12]=2)[CH2:6][CH2:5]1)=[N+:2]=[N-:3].[CH3:17][S:18]([C:21]1[CH:26]=[CH:25][C:24]([O:27][CH2:28][C:29]#[CH:30])=[CH:23][CH:22]=1)(=[O:20])=[O:19].O=C1O[C@H]([C@H](CO)O)C([O-])=C1O.[Na+]. (9) Given the product [C@H:29]([O:28][C:26]([NH:25][C:24]1[N:20]([C:17]2[CH:18]=[CH:19][C:14]([C:11]3[CH:12]=[CH:13][C:8]([C:5]4([C:3]([OH:4])=[O:2])[CH2:6][CH2:7]4)=[CH:9][CH:10]=3)=[CH:15][CH:16]=2)[N:21]=[N:22][C:23]=1[CH3:33])=[O:27])([CH2:31][CH3:32])[CH3:30], predict the reactants needed to synthesize it. The reactants are: C[O:2][C:3]([C:5]1([C:8]2[CH:13]=[CH:12][C:11]([C:14]3[CH:19]=[CH:18][C:17]([N:20]4[C:24]([NH:25][C:26]([O:28][C@@H:29]([CH2:31][CH3:32])[CH3:30])=[O:27])=[C:23]([CH3:33])[N:22]=[N:21]4)=[CH:16][CH:15]=3)=[CH:10][CH:9]=2)[CH2:7][CH2:6]1)=[O:4].C1COCC1.[Li+].[OH-].Cl. (10) Given the product [CH3:27][O:26][C:23]1[N:22]=[CH:21][C:20]([CH:19]([O:31][C:2]2[CH:3]=[C:4]3[C:8](=[CH:9][CH:10]=2)[N:7]([C:11]2[CH:12]=[N:13][CH:14]=[CH:15][CH:16]=2)[N:6]=[CH:5]3)[CH:18]([NH2:17])[CH3:28])=[CH:25][CH:24]=1, predict the reactants needed to synthesize it. The reactants are: I[C:2]1[CH:3]=[C:4]2[C:8](=[CH:9][CH:10]=1)[N:7]([C:11]1[CH:12]=[N:13][CH:14]=[CH:15][CH:16]=1)[N:6]=[CH:5]2.[NH2:17][C:18](O)([CH3:28])[CH2:19][C:20]1[CH:21]=[N:22][C:23]([O:26][CH3:27])=[CH:24][CH:25]=1.C(=O)([O-])[O-:31].[Cs+].[Cs+].